From a dataset of Forward reaction prediction with 1.9M reactions from USPTO patents (1976-2016). Predict the product of the given reaction. (1) Given the reactants C[O:2][C:3]1[CH:4]=[CH:5][CH:6]=[C:7]2[C:12]=1[CH2:11][NH:10][CH2:9][CH2:8]2.B(Br)(Br)Br.O1CCOCC1.[C:23](O[C:23]([O:25][C:26]([CH3:29])([CH3:28])[CH3:27])=[O:24])([O:25][C:26]([CH3:29])([CH3:28])[CH3:27])=[O:24], predict the reaction product. The product is: [C:26]([O:25][C:23]([N:10]1[CH2:9][CH2:8][C:7]2[C:12](=[C:3]([OH:2])[CH:4]=[CH:5][CH:6]=2)[CH2:11]1)=[O:24])([CH3:29])([CH3:28])[CH3:27]. (2) The product is: [F:36][C:32]1([F:35])[CH2:33][CH2:34][N:29]([S:26]([C:23]2[CH:22]=[CH:21][C:20]([B:10]3[O:11][C:12]([CH3:17])([CH3:18])[C:13]([CH3:15])([CH3:16])[O:14]3)=[CH:25][CH:24]=2)(=[O:28])=[O:27])[CH2:30][CH2:31]1. Given the reactants [B:10]1([B:10]2[O:14][C:13]([CH3:16])([CH3:15])[C:12]([CH3:18])([CH3:17])[O:11]2)[O:14][C:13]([CH3:16])([CH3:15])[C:12]([CH3:18])([CH3:17])[O:11]1.Br[C:20]1[CH:25]=[CH:24][C:23]([S:26]([N:29]2[CH2:34][CH2:33][C:32]([F:36])([F:35])[CH2:31][CH2:30]2)(=[O:28])=[O:27])=[CH:22][CH:21]=1.C([O-])(=O)C.[K+], predict the reaction product. (3) Given the reactants [CH:1]([C:3]1[CH:10]=[CH:9][C:6]([CH2:7][Cl:8])=[CH:5][CH:4]=1)=[CH2:2].[CH2:11]([P:14]([CH2:18][CH2:19][CH3:20])[CH2:15][CH2:16][CH3:17])[CH2:12][CH3:13], predict the reaction product. The product is: [Cl-:8].[CH2:11]([P+:14]([CH2:18][CH2:19][CH3:20])([CH2:15][CH2:16][CH3:17])[CH2:7][C:6]1[CH:9]=[CH:10][C:3]([CH:1]=[CH2:2])=[CH:4][CH:5]=1)[CH2:12][CH3:13]. (4) Given the reactants [C:1]([N:4]1[CH2:8][CH2:7][NH:6][C:5]1=[O:9])(=[O:3])[CH3:2].Br[C:11]1[CH:12]=[CH:13][C:14]([C:17]([N:19]2[CH2:24][CH2:23][N:22]([C:25]3[C:30]([CH3:31])=[CH:29][C:28]([CH3:32])=[C:27]([CH3:33])[N:26]=3)[CH2:21][CH2:20]2)=[O:18])=[N:15][CH:16]=1, predict the reaction product. The product is: [C:1]([N:4]1[CH2:8][CH2:7][N:6]([C:11]2[CH:16]=[N:15][C:14]([C:17]([N:19]3[CH2:24][CH2:23][N:22]([C:25]4[C:30]([CH3:31])=[CH:29][C:28]([CH3:32])=[C:27]([CH3:33])[N:26]=4)[CH2:21][CH2:20]3)=[O:18])=[CH:13][CH:12]=2)[C:5]1=[O:9])(=[O:3])[CH3:2]. (5) Given the reactants [N+:1]([O-:4])([O-])=[O:2].[K+].[Br:6][C:7]1[CH:8]=[C:9]([CH:12]=[O:13])[S:10][CH:11]=1, predict the reaction product. The product is: [Br:6][C:7]1[CH:8]=[C:9]([CH:12]=[O:13])[S:10][C:11]=1[N+:1]([O-:4])=[O:2]. (6) The product is: [CH3:1][CH:2]([CH2:6][CH2:7][CH2:8][CH2:9][CH2:10][CH2:11][CH2:12][CH2:13][CH3:14])[C:3]([Cl:23])=[O:4]. Given the reactants [CH3:1][CH:2]([CH2:6][CH2:7][CH2:8][CH2:9][CH2:10][CH2:11][CH2:12][CH2:13][CH3:14])[C:3](O)=[O:4].CN(C=O)C.C(Cl)(=O)C([Cl:23])=O, predict the reaction product. (7) Given the reactants [NH2:1][C:2]1[C:11]2=[CH:12][N:13]([CH:15]3[C:19]([OH:21])([CH3:20])[CH:18]([OH:22])[CH:17]([C:23]([C:36]4[CH:41]=[CH:40][CH:39]=[CH:38][CH:37]=4)([C:30]4[CH:35]=[CH:34][CH:33]=[CH:32][CH:31]=4)[O:24][SiH2:25][C:26]([CH3:29])([CH3:28])[CH3:27])[O:16]3)[N:14]=[C:9]3[C:10]2=[C:4]([C:5](=[O:42])[NH:6][N:7]=[CH:8]3)[CH:3]=1.[C:43](Cl)(=[O:49])[CH2:44][CH2:45][CH2:46][CH2:47][CH3:48], predict the reaction product. The product is: [NH2:1][C:2]1[C:11]2=[CH:12][N:13]([CH:15]3[O:16][CH:17]([C:23]([C:30]4[CH:31]=[CH:32][CH:33]=[CH:34][CH:35]=4)([C:36]4[CH:37]=[CH:38][CH:39]=[CH:40][CH:41]=4)[O:24][SiH2:25][C:26]([CH3:27])([CH3:28])[CH3:29])[CH:18]([O:22][C:43](=[O:49])[CH2:44][CH2:45][CH2:46][CH2:47][CH3:48])[C:19]3([OH:21])[CH3:20])[N:14]=[C:9]3[C:10]2=[C:4]([C:5](=[O:42])[NH:6][N:7]=[CH:8]3)[CH:3]=1. (8) Given the reactants [Cl:1][C:2]1[CH:24]=[CH:23][C:5]([C:6]([NH:8][C:9]2[S:10][CH:11]=[C:12]([CH2:14][C:15](=[O:22])[N:16]3[CH2:21][CH2:20][NH:19][CH2:18][CH2:17]3)[N:13]=2)=[O:7])=[CH:4][CH:3]=1.[Br:25][CH2:26][C:27](O)=[O:28], predict the reaction product. The product is: [Br:25][CH2:26][C:27]([N:19]1[CH2:18][CH2:17][N:16]([C:15](=[O:22])[CH2:14][C:12]2[N:13]=[C:9]([NH:8][C:6](=[O:7])[C:5]3[CH:4]=[CH:3][C:2]([Cl:1])=[CH:24][CH:23]=3)[S:10][CH:11]=2)[CH2:21][CH2:20]1)=[O:28].